From a dataset of Reaction yield outcomes from USPTO patents with 853,638 reactions. Predict the reaction yield, written as a fraction of the theoretical maximum amount of product (1.0 means a 100% yield; for example, 0.34 means a 34% yield). (1) The reactants are [Br:1][C:2]1[C:3]([C:14]2[CH:19]=[CH:18][CH:17]=[CH:16][CH:15]=2)=[CH:4][C:5]2[NH:10]/[C:9](=[N:11]/[NH2:12])/[CH2:8][O:7][C:6]=2[N:13]=1.C(O[C:23](OCC)(OCC)[CH2:24][CH3:25])C. No catalyst specified. The product is [Br:1][C:2]1[C:3]([C:14]2[CH:19]=[CH:18][CH:17]=[CH:16][CH:15]=2)=[CH:4][C:5]2[N:10]3[C:23]([CH2:24][CH3:25])=[N:12][N:11]=[C:9]3[CH2:8][O:7][C:6]=2[N:13]=1. The yield is 0.400. (2) The reactants are Cl[C:2]1[CH:7]=[CH:6][N:5]=[CH:4][C:3]=1[N+:8]([O-:10])=[O:9].[CH3:11][C:12]1[CH:13]=[C:14]([CH:17]=[CH:18][CH:19]=1)[CH2:15][OH:16]. No catalyst specified. The product is [CH3:11][C:12]1[CH:13]=[C:14]([CH:17]=[CH:18][CH:19]=1)[CH2:15][O:16][C:2]1[CH:7]=[CH:6][N:5]=[CH:4][C:3]=1[N+:8]([O-:10])=[O:9]. The yield is 0.898. (3) The reactants are [C:1]([CH2:3][C:4]([NH:6][NH2:7])=O)#[N:2].[OH-].[Na+].Cl.[F:11][C:12]1[CH:21]=[CH:20][C:15]([C:16](=[NH:19])OC)=[CH:14][CH:13]=1. The catalyst is CO.CCOC(C)=O. The product is [F:11][C:12]1[CH:21]=[CH:20][C:15]([C:16]2[N:19]=[C:4]([CH2:3][C:1]#[N:2])[NH:6][N:7]=2)=[CH:14][CH:13]=1. The yield is 0.470. (4) The reactants are [C:1]1([O:11][CH2:12][C:13]([O:15]CC)=O)[C:10]2[CH2:9][CH2:8][CH2:7][CH2:6][C:5]=2[CH:4]=[CH:3][CH:2]=1.[NH2:18][CH2:19][CH:20]([OH:32])[CH2:21][N:22]1[CH2:31][CH2:30][C:29]2[C:24](=[CH:25][CH:26]=[CH:27][CH:28]=2)[CH2:23]1. The catalyst is CCO. The yield is 0.0600. The product is [CH2:23]1[C:24]2[C:29](=[CH:28][CH:27]=[CH:26][CH:25]=2)[CH2:30][CH2:31][N:22]1[CH2:21][CH:20]([OH:32])[CH2:19][NH:18][C:13](=[O:15])[CH2:12][O:11][C:1]1[C:10]2[CH2:9][CH2:8][CH2:7][CH2:6][C:5]=2[CH:4]=[CH:3][CH:2]=1.